From a dataset of Forward reaction prediction with 1.9M reactions from USPTO patents (1976-2016). Predict the product of the given reaction. (1) Given the reactants CC(C)([O-])C.[K+].C(S)CCCCCCCCCCC.[Cl-].C[O:22][C:23]1[CH:24]=[N:25][C:26]([CH3:30])=[NH+:27][C:28]=1[CH3:29], predict the reaction product. The product is: [CH3:30][C:26]1[N:27]=[C:28]([CH3:29])[C:23]([OH:22])=[CH:24][N:25]=1. (2) Given the reactants [CH2:1]([Sn](CCCC)(CCCC)C=C)[CH2:2]CC.[Cl-].[Li+].Br[C:19]1[CH:20]=[CH:21][CH:22]=[C:23]2[C:27]=1[NH:26][CH:25]=[CH:24]2.O, predict the reaction product. The product is: [CH:1]([C:19]1[CH:20]=[CH:21][CH:22]=[C:23]2[C:27]=1[NH:26][CH:25]=[CH:24]2)=[CH2:2]. (3) Given the reactants C(OC(=O)[NH:7][C@H:8]([C:14]([N:16]1[CH2:20][CH2:19][C:18]([F:22])([F:21])[CH2:17]1)=[O:15])[CH2:9][CH2:10][CH2:11][CH2:12][NH2:13])(C)(C)C.[Cl:24][C:25]1[CH:30]=[CH:29][C:28]([N:31]2[N:35]=[C:34]([C:36](O)=[O:37])[C:33]([CH3:39])=[N:32]2)=[CH:27][CH:26]=1, predict the reaction product. The product is: [ClH:24].[NH2:7][C@H:8]([C:14]([N:16]1[CH2:20][CH2:19][C:18]([F:21])([F:22])[CH2:17]1)=[O:15])[CH2:9][CH2:10][CH2:11][CH2:12][NH:13][C:36]([C:34]1[C:33]([CH3:39])=[N:32][N:31]([C:28]2[CH:29]=[CH:30][C:25]([Cl:24])=[CH:26][CH:27]=2)[N:35]=1)=[O:37]. (4) Given the reactants C[O:2][C:3](=[O:39])[C:4]1[CH:9]=[CH:8][C:7]([NH:10][CH2:11][CH2:12][C:13]2[C:21]3[C:16](=[CH:17][CH:18]=[C:19]([Cl:22])[CH:20]=3)[N:15]([CH:23]([C:30]3[CH:35]=[CH:34][CH:33]=[CH:32][CH:31]=3)[C:24]3[CH:29]=[CH:28][CH:27]=[CH:26][CH:25]=3)[C:14]=2[CH2:36][CH2:37][NH2:38])=[CH:6][CH:5]=1.[Cl:40][C:41]1[CH:46]=[CH:45][CH:44]=[CH:43][C:42]=1[S:47](Cl)(=[O:49])=[O:48], predict the reaction product. The product is: [CH:23]([N:15]1[C:16]2[C:21](=[CH:20][C:19]([Cl:22])=[CH:18][CH:17]=2)[C:13]([CH2:12][CH2:11][NH:10][C:7]2[CH:8]=[CH:9][C:4]([C:3]([OH:39])=[O:2])=[CH:5][CH:6]=2)=[C:14]1[CH2:36][CH2:37][NH:38][S:47]([C:42]1[CH:43]=[CH:44][CH:45]=[CH:46][C:41]=1[Cl:40])(=[O:49])=[O:48])([C:24]1[CH:25]=[CH:26][CH:27]=[CH:28][CH:29]=1)[C:30]1[CH:31]=[CH:32][CH:33]=[CH:34][CH:35]=1.